Dataset: Forward reaction prediction with 1.9M reactions from USPTO patents (1976-2016). Task: Predict the product of the given reaction. (1) Given the reactants [F:1][C:2]1[CH:3]=[C:4](/[CH:16]=[C:17](\[CH3:23])/[C:18]([O:20][CH2:21][CH3:22])=[O:19])[CH:5]=[C:6]([F:15])[C:7]=1[O:8][C:9]1[CH:14]=[CH:13][CH:12]=[CH:11][CH:10]=1.[Cl:24][S:25](O)(=[O:27])=[O:26], predict the reaction product. The product is: [Cl:24][S:25]([C:12]1[CH:13]=[CH:14][C:9]([O:8][C:7]2[C:2]([F:1])=[CH:3][C:4](/[CH:16]=[C:17](\[CH3:23])/[C:18]([O:20][CH2:21][CH3:22])=[O:19])=[CH:5][C:6]=2[F:15])=[CH:10][CH:11]=1)(=[O:27])=[O:26]. (2) The product is: [Br:36][C:4]1[CH:3]=[CH:2][C:1]([C:7]2[NH:8][C:9]3[CH:10]=[CH:11][CH:12]=[C:13]4[C:19](=[O:20])[NH:18][CH2:17][CH2:16][C:15]=2[C:14]=34)=[CH:6][CH:5]=1. Given the reactants [C:1]1([C:7]2[NH:8][C:9]3[CH:10]=[CH:11][CH:12]=[C:13]4[C:19](=[O:20])[NH:18][CH2:17][CH2:16][C:15]=2[C:14]=34)[CH:6]=[CH:5][CH:4]=[CH:3][CH:2]=1.IC1NC2C=CC=C3C(=O)NCCC=1C=23.[Br:36]C1C=CC(B(O)O)=CC=1, predict the reaction product.